Task: Regression. Given a peptide amino acid sequence and an MHC pseudo amino acid sequence, predict their binding affinity value. This is MHC class I binding data.. Dataset: Peptide-MHC class I binding affinity with 185,985 pairs from IEDB/IMGT (1) The peptide sequence is KEGTFHTMW. The MHC is HLA-B44:03 with pseudo-sequence HLA-B44:03. The binding affinity (normalized) is 0.644. (2) The peptide sequence is GPAGYTAAL. The MHC is HLA-A11:01 with pseudo-sequence HLA-A11:01. The binding affinity (normalized) is 0.0847. (3) The peptide sequence is LYKTIVNIW. The MHC is HLA-A03:01 with pseudo-sequence HLA-A03:01. The binding affinity (normalized) is 0.0847. (4) The peptide sequence is IDETCEHEY. The MHC is HLA-A30:02 with pseudo-sequence HLA-A30:02. The binding affinity (normalized) is 0.530. (5) The peptide sequence is GMYYPTNDI. The MHC is HLA-A02:03 with pseudo-sequence HLA-A02:03. The binding affinity (normalized) is 0.800. (6) The peptide sequence is RRIYDLIEL. The MHC is HLA-B54:01 with pseudo-sequence HLA-B54:01. The binding affinity (normalized) is 0. (7) The peptide sequence is WMDMWESPM. The MHC is BoLA-D18.4 with pseudo-sequence BoLA-D18.4. The binding affinity (normalized) is 0.0641.